This data is from Forward reaction prediction with 1.9M reactions from USPTO patents (1976-2016). The task is: Predict the product of the given reaction. The product is: [NH3:1].[CH2:41]([Cl:42])[Cl:19].[CH3:20][N:21]([CH3:22])[CH2:15][C:14]1[CH:17]=[CH:18][C:11]([O:10][CH2:9][CH2:8][CH2:7][N:1]2[CH2:6][CH2:5][CH2:4][CH2:3][CH2:2]2)=[CH:12][CH:13]=1. Given the reactants [N:1]1([CH2:7][CH2:8][CH2:9][O:10][C:11]2[CH:18]=[CH:17][C:14]([CH:15]=O)=[CH:13][CH:12]=2)[CH2:6][CH2:5][CH2:4][CH2:3][CH2:2]1.[ClH:19].[CH3:20][NH:21][CH3:22].C(O[BH-](OC(=O)C)OC(=O)C)(=O)C.[Na+].[OH-].[Na+].ClC[CH2:41][Cl:42], predict the reaction product.